Dataset: Forward reaction prediction with 1.9M reactions from USPTO patents (1976-2016). Task: Predict the product of the given reaction. The product is: [F:1][C:2]1[CH:3]=[C:4]([C:8]2[C@:9]3([CH2:25][CH2:24][C@H:23]4[C@@H:14]([CH2:15][CH2:16][C:17]5[CH:18]=[C:19]([C:26]([NH:29][C@@H:30]([CH2:31][OH:32])[CH:33]([CH3:35])[CH3:34])=[O:27])[CH:20]=[CH:21][C:22]=54)[C@@H:11]3[CH2:12][CH:13]=2)[CH3:10])[CH:5]=[N:6][CH:7]=1. Given the reactants [F:1][C:2]1[CH:3]=[C:4]([C:8]2[C@:9]3([CH2:25][CH2:24][C@H:23]4[C@@H:14]([CH2:15][CH2:16][C:17]5[CH:18]=[C:19]([C:26](O)=[O:27])[CH:20]=[CH:21][C:22]=54)[C@@H:11]3[CH2:12][CH:13]=2)[CH3:10])[CH:5]=[N:6][CH:7]=1.[NH2:29][C@H:30]([CH:33]([CH3:35])[CH3:34])[CH2:31][OH:32], predict the reaction product.